From a dataset of Catalyst prediction with 721,799 reactions and 888 catalyst types from USPTO. Predict which catalyst facilitates the given reaction. (1) Reactant: Cl[CH2:2][CH2:3][CH2:4][S:5]([N:8]1[CH2:13][CH2:12][CH:11]([NH:14][C:15]2[N:20]=[C:19]([C:21]3[N:22]([CH:27]([CH3:29])[CH3:28])[C:23]([CH3:26])=[N:24][CH:25]=3)[CH:18]=[CH:17][N:16]=2)[CH2:10][CH2:9]1)(=[O:7])=[O:6].[I-].[Na+].[NH:32]1[CH2:36][CH2:35][CH2:34][CH2:33]1. Product: [CH3:26][C:23]1[N:22]([CH:27]([CH3:29])[CH3:28])[C:21]([C:19]2[CH:18]=[CH:17][N:16]=[C:15]([NH:14][CH:11]3[CH2:12][CH2:13][N:8]([S:5]([CH2:4][CH2:3][CH2:2][N:32]4[CH2:36][CH2:35][CH2:34][CH2:33]4)(=[O:7])=[O:6])[CH2:9][CH2:10]3)[N:20]=2)=[CH:25][N:24]=1. The catalyst class is: 1. (2) Reactant: [C:1]([O:4][C@H:5]1[C@@:9]([CH3:17])([NH:10][C:11](=[O:16])[C:12]([F:15])([F:14])[F:13])[C@H:8]([N:18]2[CH:23]=[CH:22][C:21](=[O:24])[NH:20][C:19]2=[O:25])[O:7][C@@H:6]1[CH2:26][OH:27])(=[O:3])[CH3:2].C(N(C(C)C)[P:32]([O:38][CH2:39][CH2:40][C:41]#[N:42])[O:33][CH2:34][CH2:35][C:36]#[N:37])(C)C.N1C=NN=N1.II.[O-:53]S([O-])(=S)=O.[Na+].[Na+]. Product: [C:1]([O:4][C@H:5]1[C@@:9]([CH3:17])([NH:10][C:11](=[O:16])[C:12]([F:13])([F:14])[F:15])[C@H:8]([N:18]2[CH:23]=[CH:22][C:21](=[O:24])[NH:20][C:19]2=[O:25])[O:7][C@@H:6]1[CH2:26][O:27][P:32]([O:33][CH2:34][CH2:35][C:36]#[N:37])([O:38][CH2:39][CH2:40][C:41]#[N:42])=[O:53])(=[O:3])[CH3:2]. The catalyst class is: 10. (3) Reactant: [CH3:1][C:2]1[CH:7]=[C:6]([CH3:8])[CH:5]=[C:4]([CH3:9])[C:3]=1[CH2:10][C:11]([OH:13])=[O:12].[CH3:14]O. Product: [CH3:9][C:4]1[CH:5]=[C:6]([CH3:8])[CH:7]=[C:2]([CH3:1])[C:3]=1[CH2:10][C:11]([O:13][CH3:14])=[O:12]. The catalyst class is: 33.